From a dataset of Forward reaction prediction with 1.9M reactions from USPTO patents (1976-2016). Predict the product of the given reaction. (1) Given the reactants C([O:3][C:4](=[O:32])[CH2:5][CH:6]([N:10]1[C:18]2[C:13](=[CH:14][C:15]([CH2:19][CH2:20][CH2:21][C:22]3[CH:31]=[CH:30][C:29]4[CH2:28][CH2:27][CH2:26][NH:25][C:24]=4[N:23]=3)=[CH:16][CH:17]=2)[CH:12]=[CH:11]1)[CH2:7][CH2:8][CH3:9])C.[OH-].[Na+].Cl, predict the reaction product. The product is: [N:23]1[C:24]2[NH:25][CH2:26][CH2:27][CH2:28][C:29]=2[CH:30]=[CH:31][C:22]=1[CH2:21][CH2:20][CH2:19][C:15]1[CH:14]=[C:13]2[C:18](=[CH:17][CH:16]=1)[N:10]([CH:6]([CH2:7][CH2:8][CH3:9])[CH2:5][C:4]([OH:32])=[O:3])[CH:11]=[CH:12]2. (2) Given the reactants FC(F)(F)C([NH:5][C:6]1[CH:11]=[CH:10][C:9]([CH2:12][N:13]2[CH2:18][CH2:17][N:16]([C:19]([O:21][CH2:22][C:23]3[CH:28]=[CH:27][CH:26]=[CH:25][CH:24]=3)=[O:20])[CH2:15][CH2:14]2)=[C:8]([C:29]([F:32])([F:31])[F:30])[CH:7]=1)=O.C([O-])([O-])=O.[K+].[K+].[OH2:41], predict the reaction product. The product is: [C:22]([O:21][C:19]([N:16]1[CH2:15][CH2:14][N:13]([CH2:12][C:9]2[CH:10]=[CH:11][C:6]([NH2:5])=[CH:7][C:8]=2[C:29]([F:32])([F:30])[F:31])[CH2:18][CH2:17]1)=[O:20])(=[O:41])[C:23]1[CH:28]=[CH:27][CH:26]=[CH:25][CH:24]=1. (3) Given the reactants [Cl:1][C:2]1[CH:3]=[C:4]([CH:26]=[C:27]([F:29])[CH:28]=1)[CH2:5][C:6]1[S:7][C:8]2[C:14]([C:15]3[CH:16]=[C:17]([CH:21]=[C:22]([F:24])[CH:23]=3)[C:18]([OH:20])=O)=[CH:13][CH:12]=[C:11]([F:25])[C:9]=2[CH:10]=1.Cl.[NH2:31][CH2:32][C:33]([NH2:35])=[O:34], predict the reaction product. The product is: [NH2:35][C:33](=[O:34])[CH2:32][NH:31][C:18](=[O:20])[C:17]1[CH:21]=[C:22]([F:24])[CH:23]=[C:15]([C:14]2[C:8]3[S:7][C:6]([CH2:5][C:4]4[CH:26]=[C:27]([F:29])[CH:28]=[C:2]([Cl:1])[CH:3]=4)=[CH:10][C:9]=3[C:11]([F:25])=[CH:12][CH:13]=2)[CH:16]=1. (4) Given the reactants [O:1]1[C@H:5]2[CH2:6][O:7][CH2:8][C@H:4]2[NH:3][C:2]1=[O:9].[Cl:10][C:11]1[CH:16]=[C:15](Cl)[N:14]=[C:13]([N:18]2[CH2:23][CH2:22][O:21][CH2:20][CH2:19]2)[N:12]=1.C([O-])([O-])=O.[Cs+].[Cs+].C([O-])(O)=O.[Na+], predict the reaction product. The product is: [Cl:10][C:11]1[N:12]=[C:13]([N:18]2[CH2:23][CH2:22][O:21][CH2:20][CH2:19]2)[N:14]=[C:15]([N:3]2[C@@H:4]3[CH2:8][O:7][CH2:6][C@@H:5]3[O:1][C:2]2=[O:9])[CH:16]=1. (5) Given the reactants [CH:1]12[CH2:10][CH:5]3[CH2:6][CH:7]([CH2:9][CH:3]([CH2:4]3)[CH:2]1[NH:11][C:12]([C:14]1[CH:15]=[N:16][N:17]([C:20]3[CH:25]=[CH:24][CH:23]=[CH:22][CH:21]=3)[C:18]=1Cl)=[O:13])[CH2:8]2.[NH:26]1[CH2:30][CH2:29][CH2:28][CH2:27]1, predict the reaction product. The product is: [CH:1]12[CH2:10][CH:5]3[CH2:6][CH:7]([CH2:9][CH:3]([CH2:4]3)[CH:2]1[NH:11][C:12]([C:14]1[CH:15]=[N:16][N:17]([C:20]3[CH:25]=[CH:24][CH:23]=[CH:22][CH:21]=3)[C:18]=1[N:26]1[CH2:30][CH2:29][CH2:28][CH2:27]1)=[O:13])[CH2:8]2. (6) Given the reactants Br[C:2]1[C:7]2[N:8]=[C:9]([CH3:11])[S:10][C:6]=2[CH:5]=[C:4]([O:12][C:13]([F:16])([F:15])[F:14])[CH:3]=1.[C:17](=O)([O-:19])[O-:18].[K+].[K+], predict the reaction product. The product is: [CH3:11][C:9]1[S:10][C:6]2[C:7](=[C:2]([C:17]([OH:19])=[O:18])[CH:3]=[C:4]([O:12][C:13]([F:16])([F:15])[F:14])[CH:5]=2)[N:8]=1. (7) Given the reactants [O:1]1[CH:5]=[CH:4][CH:3]=[C:2]1[CH2:6][NH:7][C:8]1[N:16]=[C:15]([CH3:17])[CH:14]=[CH:13][C:9]=1[C:10]([OH:12])=O.[CH2:18]([CH:20]1[CH2:25][CH2:24][CH2:23][CH2:22][NH:21]1)[CH3:19].C1C=CC2N(O)N=NC=2C=1.CCN=C=NCCCN(C)C.Cl.C(=O)([O-])O.[Na+], predict the reaction product. The product is: [CH2:18]([CH:20]1[CH2:25][CH2:24][CH2:23][CH2:22][N:21]1[C:10]([C:9]1[C:8]([NH:7][CH2:6][C:2]2[O:1][CH:5]=[CH:4][CH:3]=2)=[N:16][C:15]([CH3:17])=[CH:14][CH:13]=1)=[O:12])[CH3:19]. (8) Given the reactants [CH2:1]([O:3][C:4](=[O:9])[CH2:5][N:6]=[N+:7]=[N-:8])[CH3:2].Cl[C:11](=[CH2:14])[C:12]#[N:13].Cl, predict the reaction product. The product is: [CH2:1]([O:3][C:4](=[O:9])[CH2:5][N:6]1[CH:14]=[C:11]([C:12]#[N:13])[N:8]=[N:7]1)[CH3:2]. (9) Given the reactants S(O)(O)(=O)=O.[NH2:6][OH:7].[C:8]1(=O)[C@@H:16]2[C@@H:11]([CH2:12][CH:13]=[CH:14][CH2:15]2)[C:10](=[O:17])[O:9]1.[OH-].[Na+], predict the reaction product. The product is: [OH:7][N:6]1[C:8](=[O:9])[C@H:16]2[C@H:11]([CH2:12][CH:13]=[CH:14][CH2:15]2)[C:10]1=[O:17]. (10) Given the reactants C([SiH2][O:6][C:7](C)(C)[C:8]1[CH:13]=[C:12]([NH:14][C:15]2[CH:20]=[CH:19][C:18]([O:21][C:22]([F:25])([F:24])[F:23])=[CH:17][CH:16]=2)[N:11]=[C:10]([NH:26][C:27]2[CH:32]=[CH:31][C:30]([N:33]3[CH:37]=[C:36]([CH3:38])[N:35]=[CH:34]3)=[C:29]([O:39][CH3:40])[CH:28]=2)[CH:9]=1)(C)(C)C.[F-].C([N+](CCCC)(CCCC)CCCC)CCC, predict the reaction product. The product is: [CH3:40][O:39][C:29]1[CH:28]=[C:27]([NH:26][C:10]2[CH:9]=[C:8]([CH2:7][OH:6])[CH:13]=[C:12]([NH:14][C:15]3[CH:20]=[CH:19][C:18]([O:21][C:22]([F:24])([F:25])[F:23])=[CH:17][CH:16]=3)[N:11]=2)[CH:32]=[CH:31][C:30]=1[N:33]1[CH:37]=[C:36]([CH3:38])[N:35]=[CH:34]1.